From a dataset of Peptide-MHC class I binding affinity with 185,985 pairs from IEDB/IMGT. Regression. Given a peptide amino acid sequence and an MHC pseudo amino acid sequence, predict their binding affinity value. This is MHC class I binding data. (1) The peptide sequence is CHIRQIIN. The MHC is Mamu-A07 with pseudo-sequence Mamu-A07. The binding affinity (normalized) is 0. (2) The peptide sequence is FEPQNGQFI. The MHC is H-2-Db with pseudo-sequence H-2-Db. The binding affinity (normalized) is 0.239.